Dataset: Full USPTO retrosynthesis dataset with 1.9M reactions from patents (1976-2016). Task: Predict the reactants needed to synthesize the given product. Given the product [Cl:1][C:2]1[C:7]([S:8]([N:11]2[CH2:12][CH2:13][CH2:14][CH2:15]2)(=[O:9])=[O:10])=[CH:6][C:5]([C:16]2[N:17]([C:40]([Cl:42])=[O:41])[C:18]([C:30]3[CH:31]=[CH:32][C:33]([Cl:36])=[CH:34][CH:35]=3)([CH3:29])[C:19]([C:22]3[CH:23]=[CH:24][C:25]([Cl:28])=[CH:26][CH:27]=3)([CH3:21])[N:20]=2)=[C:4]([O:37][CH2:38][CH3:39])[CH:3]=1, predict the reactants needed to synthesize it. The reactants are: [Cl:1][C:2]1[C:7]([S:8]([N:11]2[CH2:15][CH2:14][CH2:13][CH2:12]2)(=[O:10])=[O:9])=[CH:6][C:5]([C:16]2[NH:17][C:18]([C:30]3[CH:35]=[CH:34][C:33]([Cl:36])=[CH:32][CH:31]=3)([CH3:29])[C:19]([C:22]3[CH:27]=[CH:26][C:25]([Cl:28])=[CH:24][CH:23]=3)([CH3:21])[N:20]=2)=[C:4]([O:37][CH2:38][CH3:39])[CH:3]=1.[C:40](Cl)([Cl:42])=[O:41].